This data is from Full USPTO retrosynthesis dataset with 1.9M reactions from patents (1976-2016). The task is: Predict the reactants needed to synthesize the given product. (1) Given the product [F:33][C:34]1[CH:39]=[CH:38][CH:37]=[CH:36][C:35]=1[O:40][C:2]1[N:7]=[CH:6][C:5]([C:8]([N:10]([CH3:32])[C:11]2[CH:16]=[CH:15][C:14]([CH2:17][N:18]3[CH2:23][CH2:22][N:21]([C:24]([O:26][C:27]([CH3:30])([CH3:29])[CH3:28])=[O:25])[C@@H:20]([CH3:31])[CH2:19]3)=[CH:13][CH:12]=2)=[O:9])=[CH:4][CH:3]=1, predict the reactants needed to synthesize it. The reactants are: Cl[C:2]1[N:7]=[CH:6][C:5]([C:8]([N:10]([CH3:32])[C:11]2[CH:16]=[CH:15][C:14]([CH2:17][N:18]3[CH2:23][CH2:22][N:21]([C:24]([O:26][C:27]([CH3:30])([CH3:29])[CH3:28])=[O:25])[C@@H:20]([CH3:31])[CH2:19]3)=[CH:13][CH:12]=2)=[O:9])=[CH:4][CH:3]=1.[F:33][C:34]1[CH:39]=[CH:38][CH:37]=[CH:36][C:35]=1[OH:40].C(=O)([O-])[O-].[K+].[K+]. (2) Given the product [CH:3]1([O:8][C:10]2[C:38]([CH3:39])=[CH:37][C:13]3[N:14]=[C:15]4[C:20]([N:21]([CH2:22][CH2:23][CH2:24][CH2:25][CH2:26][CH2:27][C:28]([OH:30])=[O:29])[C:12]=3[CH:11]=2)=[N:19][C:18](=[O:35])[NH:17][C:16]4=[O:36])[CH2:7][CH2:6][CH2:5][CH2:4]1, predict the reactants needed to synthesize it. The reactants are: [H-].[Na+].[CH:3]1([OH:8])[CH2:7][CH2:6][CH2:5][CH2:4]1.Cl[C:10]1[C:38]([CH3:39])=[CH:37][C:13]2[N:14]=[C:15]3[C:20]([N:21]([CH2:22][CH2:23][CH2:24][CH2:25][CH2:26][CH2:27][C:28]([O:30]C(C)(C)C)=[O:29])[C:12]=2[CH:11]=1)=[N:19][C:18](=[O:35])[NH:17][C:16]3=[O:36]. (3) Given the product [OH:31][CH2:30][C@H:29]([NH:28][C:19]1[C:20]2[S:25][C:24](=[O:26])[NH:23][C:21]=2[N:22]=[C:17]([S:16][S:15][N:23]2[C:21]3[N:22]=[CH:17][N:18]=[C:19]([NH:28][C@@H:29]([CH2:30][OH:42])[CH2:32][CH:33]([CH3:34])[CH3:35])[C:20]=3[S:25][C:24]2=[O:26])[N:18]=1)[CH2:32][CH:33]([CH3:34])[CH3:35], predict the reactants needed to synthesize it. The reactants are: OC[C@H](NC1C2SC(OC)=NC=2N=C([S:15][S:16][C:17]2[N:18]=[C:19]([NH:28][C@H:29]([CH2:32][CH:33]([CH3:35])[CH3:34])[CH2:30][OH:31])[C:20]3[S:25][C:24]([O:26]C)=[N:23][C:21]=3[N:22]=2)N=1)CC(C)C.Cl.[OH2:42]. (4) Given the product [Cl:21][C:3]1[CH:4]=[C:5]([CH:8]2[O:13][CH2:12][CH2:11][N:10]([C:14]([O:16][C:17]([CH3:20])([CH3:19])[CH3:18])=[O:15])[CH2:9]2)[CH:6]=[CH:7][C:2]=1[N:35]=[C:22]([C:23]1[CH:28]=[CH:27][CH:26]=[CH:25][CH:24]=1)[C:29]1[CH:34]=[CH:33][CH:32]=[CH:31][CH:30]=1, predict the reactants needed to synthesize it. The reactants are: Br[C:2]1[CH:7]=[CH:6][C:5]([CH:8]2[O:13][CH2:12][CH2:11][N:10]([C:14]([O:16][C:17]([CH3:20])([CH3:19])[CH3:18])=[O:15])[CH2:9]2)=[CH:4][C:3]=1[Cl:21].[C:22](=[NH:35])([C:29]1[CH:34]=[CH:33][CH:32]=[CH:31][CH:30]=1)[C:23]1[CH:28]=[CH:27][CH:26]=[CH:25][CH:24]=1.CC(C)([O-])C.[Na+].